From a dataset of Peptide-MHC class I binding affinity with 185,985 pairs from IEDB/IMGT. Regression. Given a peptide amino acid sequence and an MHC pseudo amino acid sequence, predict their binding affinity value. This is MHC class I binding data. (1) The peptide sequence is WPAGRLVEA. The MHC is HLA-A01:01 with pseudo-sequence HLA-A01:01. The binding affinity (normalized) is 0.0847. (2) The peptide sequence is KITDFGIAK. The MHC is HLA-B15:42 with pseudo-sequence HLA-B15:42. The binding affinity (normalized) is 0.213. (3) The peptide sequence is STFATVLEY. The MHC is HLA-A02:03 with pseudo-sequence HLA-A02:03. The binding affinity (normalized) is 0.0847. (4) The peptide sequence is ATYFLAAV. The MHC is H-2-Db with pseudo-sequence H-2-Db. The binding affinity (normalized) is 0. (5) The peptide sequence is WQFGPSTYY. The MHC is HLA-A02:06 with pseudo-sequence HLA-A02:06. The binding affinity (normalized) is 0.686. (6) The binding affinity (normalized) is 0.0842. The MHC is HLA-A02:06 with pseudo-sequence HLA-A02:06. The peptide sequence is EIRGVLPEET. (7) The peptide sequence is APSHAEDAM. The MHC is H-2-Ld with pseudo-sequence H-2-Ld. The binding affinity (normalized) is 0.0786.